This data is from Full USPTO retrosynthesis dataset with 1.9M reactions from patents (1976-2016). The task is: Predict the reactants needed to synthesize the given product. (1) Given the product [CH3:1][O:2][C:3](=[O:19])[C@H:4]([CH2:6][C:7]1[C:15]2[C:10](=[CH:11][CH:12]=[C:13]([NH2:16])[CH:14]=2)[NH:9][CH:8]=1)[NH2:5], predict the reactants needed to synthesize it. The reactants are: [CH3:1][O:2][C:3](=[O:19])[C@H:4]([CH2:6][C:7]1[C:15]2[C:10](=[CH:11][CH:12]=[C:13]([N+:16]([O-])=O)[CH:14]=2)[NH:9][CH:8]=1)[NH2:5].O.O.[Sn](Cl)Cl. (2) Given the product [CH3:31][C:29]1[NH:28][CH:32]=[CH:33][C:30]=1[C:18]([NH2:19])=[O:17], predict the reactants needed to synthesize it. The reactants are: F[P-](F)(F)(F)(F)F.N1([O:17][C:18](N(C)C)=[N+:19](C)C)C2N=CC=CC=2N=N1.C([N:28]([CH2:32][CH3:33])[CH:29]([CH3:31])[CH3:30])(C)C.N.O1CCOCC1.